From a dataset of Forward reaction prediction with 1.9M reactions from USPTO patents (1976-2016). Predict the product of the given reaction. (1) The product is: [CH2:1]([C:8]1[S:9][C:10]([CH3:28])=[C:11]([CH3:27])[C:12]=1[C:13]([C:15]1[CH:20]=[CH:19][C:18]([O:21][S:30]([C:33]2[CH:41]=[CH:40][C:36]([C:37]([OH:39])=[O:38])=[C:35]([OH:42])[CH:34]=2)(=[O:32])=[O:31])=[C:17]([CH:22]2[CH2:26][CH2:25][CH2:24][CH2:23]2)[CH:16]=1)=[O:14])[C:2]1[CH:3]=[CH:4][CH:5]=[CH:6][CH:7]=1. Given the reactants [CH2:1]([C:8]1[S:9][C:10]([CH3:28])=[C:11]([CH3:27])[C:12]=1[C:13]([C:15]1[CH:20]=[CH:19][C:18]([OH:21])=[C:17]([CH:22]2[CH2:26][CH2:25][CH2:24][CH2:23]2)[CH:16]=1)=[O:14])[C:2]1[CH:7]=[CH:6][CH:5]=[CH:4][CH:3]=1.Cl[S:30]([C:33]1[CH:41]=[CH:40][C:36]([C:37]([OH:39])=[O:38])=[C:35]([OH:42])[CH:34]=1)(=[O:32])=[O:31], predict the reaction product. (2) Given the reactants [F:1][C:2]([F:11])([F:10])[C:3]1[S:7][CH:6]=[N:5][C:4]=1[CH2:8][OH:9].N1C=CN=C1.[C:17]([Si:21](Cl)([CH3:23])[CH3:22])([CH3:20])([CH3:19])[CH3:18], predict the reaction product. The product is: [Si:21]([O:9][CH2:8][C:4]1[N:5]=[CH:6][S:7][C:3]=1[C:2]([F:1])([F:10])[F:11])([C:17]([CH3:20])([CH3:19])[CH3:18])([CH3:23])[CH3:22]. (3) Given the reactants [CH3:1][O:2][C:3]([NH:5][C@@H:6]([C@@H:41]([CH3:44])[CH2:42][CH3:43])[C:7]([N:9]1[C@@H:13]([CH3:14])[CH2:12][CH2:11][C@H:10]1[C:15]([O:17][CH2:18][C:19]([C:21]1[CH:22]=[CH:23][C:24]2[C:33]3[CH:32]=[C:31]4[CH2:34][CH2:35][CH:36](Br)[C:37](=[O:38])[C:30]4=[CH:29][C:28]=3[O:27][CH2:26][C:25]=2[CH:40]=1)=[O:20])=[O:16])=[O:8])=[O:4].[C:45]([O:49][C:50]([N:52]1[C@@H:56]([CH3:57])[CH2:55][CH2:54][C@H:53]1[C:58]([OH:60])=[O:59])=[O:51])([CH3:48])([CH3:47])[CH3:46], predict the reaction product. The product is: [CH3:57][C@@H:56]1[N:52]([C:50]([O:49][C:45]([CH3:46])([CH3:48])[CH3:47])=[O:51])[C@H:53]([C:58]([O:60][CH:36]2[CH2:35][CH2:34][C:31]3=[CH:32][C:33]4[C:24]5[CH:23]=[CH:22][C:21]([C:19](=[O:20])[CH2:18][O:17][C:15]([C@@H:10]6[CH2:11][CH2:12][C@H:13]([CH3:14])[N:9]6[C:7](=[O:8])[C@@H:6]([NH:5][C:3]([O:2][CH3:1])=[O:4])[C@@H:41]([CH3:44])[CH2:42][CH3:43])=[O:16])=[CH:40][C:25]=5[CH2:26][O:27][C:28]=4[CH:29]=[C:30]3[C:37]2=[O:38])=[O:59])[CH2:54][CH2:55]1. (4) Given the reactants [C:1](=[O:20])([O:12][CH2:13][C:14]1[CH:19]=[CH:18][N:17]=[CH:16][CH:15]=1)OC1C=CC([N+]([O-])=O)=CC=1.C[C@:22]1([CH:29]=[CH:28][CH:27]=[CH:26][CH2:25]1)[CH2:23][NH2:24].[ClH:30].[CH3:31]COCC, predict the reaction product. The product is: [ClH:30].[C:22]1([C@@H:23]([NH:24][C:1](=[O:20])[O:12][CH2:13][C:14]2[CH:15]=[CH:16][N:17]=[CH:18][CH:19]=2)[CH3:31])[CH:25]=[CH:26][CH:27]=[CH:28][CH:29]=1. (5) Given the reactants C[O:2][C:3](=O)[C:4]1[CH:9]=[CH:8][CH:7]=[CH:6][C:5]=1[S:10][C:11]1[C:19]2[C:14](=[CH:15][C:16]([N:20]([C:22]([O:24][C:25]([CH3:28])([CH3:27])[CH3:26])=[O:23])[CH3:21])=[CH:17][CH:18]=2)[N:13]([CH2:29][C:30]2[CH:35]=[C:34]([F:36])[CH:33]=[C:32]([F:37])[CH:31]=2)[CH:12]=1.[H-].[Al+3].[Li+].[H-].[H-].[H-], predict the reaction product. The product is: [C:25]([O:24][C:22](=[O:23])[N:20]([C:16]1[CH:15]=[C:14]2[C:19]([C:11]([S:10][C:5]3[CH:6]=[CH:7][CH:8]=[CH:9][C:4]=3[CH2:3][OH:2])=[CH:12][N:13]2[CH2:29][C:30]2[CH:35]=[C:34]([F:36])[CH:33]=[C:32]([F:37])[CH:31]=2)=[CH:18][CH:17]=1)[CH3:21])([CH3:28])([CH3:26])[CH3:27]. (6) Given the reactants [NH2:1][CH2:2][CH2:3][CH2:4][NH:5][C:6](=[O:12])[O:7][C:8]([CH3:11])([CH3:10])[CH3:9].[C:13]([N:21]=[C:22]=[S:23])(=[O:20])[C:14]1[CH:19]=[CH:18][CH:17]=[CH:16][CH:15]=1, predict the reaction product. The product is: [C:13]([NH:21][C:22](=[S:23])[NH:1][CH2:2][CH2:3][CH2:4][NH:5][C:6](=[O:12])[O:7][C:8]([CH3:9])([CH3:11])[CH3:10])(=[O:20])[C:14]1[CH:19]=[CH:18][CH:17]=[CH:16][CH:15]=1.